Predict the reaction yield, written as a fraction of the theoretical maximum amount of product (1.0 means a 100% yield; for example, 0.34 means a 34% yield). From a dataset of Reaction yield outcomes from USPTO patents with 853,638 reactions. (1) The reactants are [NH2:1][C:2]1[N:7]([CH3:8])[C:6](=[O:9])[CH2:5][C:4]([C:11]2[CH:16]=[CH:15][CH:14]=[C:13](Br)[CH:12]=2)([CH3:10])[N:3]=1.[Cl:18][C:19]1[C:24]([Cl:25])=[C:23](B(O)[OH:27])[CH:22]=[CH:21][N:20]=1.C(=O)([O-])[O-].[Na+].[Na+]. The catalyst is O1CCCC1.O. The product is [C:6]([OH:9])(=[O:27])[CH3:5].[NH2:1][C:2]1[N:7]([CH3:8])[C:6](=[O:9])[CH2:5][C:4]([C:11]2[CH:16]=[CH:15][CH:14]=[C:13]([C:23]3[CH:22]=[CH:21][N:20]=[C:19]([Cl:18])[C:24]=3[Cl:25])[CH:12]=2)([CH3:10])[N:3]=1. The yield is 0.150. (2) The reactants are [P:1]([O-:13])([O:8][C:9]([CH3:12])([CH3:11])[CH3:10])([O:3][C:4]([CH3:7])([CH3:6])[CH3:5])=[O:2].[Ba+2].[C:9]([O:8][P:1]([O-:13])([O:3][C:4]([CH3:6])([CH3:7])[CH3:5])=[O:2])([CH3:12])([CH3:11])[CH3:10].S([O-])([O-])(=O)=O.[Ag+2:33]. The catalyst is O.CO. The product is [P:1]([O-:13])([O:3][C:4]([CH3:7])([CH3:6])[CH3:5])([O:8][C:9]([CH3:11])([CH3:12])[CH3:10])=[O:2].[Ag+:33]. The yield is 0.620. (3) The reactants are Cl[C:2]1[N:3]=[C:4]([N:19]2[CH2:24][CH2:23][O:22][CH2:21][CH2:20]2)[C:5]2[S:10][C:9]([CH2:11][N:12]3[CH2:17][CH2:16][N:15]([CH3:18])[CH2:14][CH2:13]3)=[CH:8][C:6]=2[N:7]=1.[NH:25]1[C:33]2[CH:32]=[CH:31][CH:30]=[C:29](B(O)O)[C:28]=2[CH:27]=[CH:26]1.C(=O)([O-])O.[Na+]. The catalyst is C1(C)C=CC=CC=1.C(O)C.O.Cl[Pd](Cl)([P](C1C=CC=CC=1)(C1C=CC=CC=1)C1C=CC=CC=1)[P](C1C=CC=CC=1)(C1C=CC=CC=1)C1C=CC=CC=1. The product is [NH:25]1[C:33]2[C:28](=[C:29]([C:2]3[N:3]=[C:4]([N:19]4[CH2:24][CH2:23][O:22][CH2:21][CH2:20]4)[C:5]4[S:10][C:9]([CH2:11][N:12]5[CH2:17][CH2:16][N:15]([CH3:18])[CH2:14][CH2:13]5)=[CH:8][C:6]=4[N:7]=3)[CH:30]=[CH:31][CH:32]=2)[CH:27]=[CH:26]1. The yield is 0.190. (4) The reactants are [Cl:1][C:2]1[N:9]=[CH:8][CH:7]=[CH:6][C:3]=1[C:4]#[N:5].[C:10](O)(=O)[C:11](C)([CH3:13])[CH3:12].S(OOS([O-])(=O)=O)([O-])(=O)=O.[NH4+].[NH4+].[NH4+].[OH-]. The catalyst is OS(O)(=O)=O.O.[N+]([O-])([O-])=O.[Ag+]. The product is [C:11]([C:8]1[CH:7]=[CH:6][C:3]([C:4]#[N:5])=[C:2]([Cl:1])[N:9]=1)([CH3:13])([CH3:12])[CH3:10]. The yield is 0.380. (5) The reactants are [Cl:1][C:2]1[C:3]([CH3:39])=[C:4]([C:17]2[CH:22]=[CH:21][CH:20]=[C:19]([CH2:23][O:24][C:25]3[CH:38]=[CH:37][C:28]4[C@H:29]([CH2:32][C:33]([O:35]C)=[O:34])[CH2:30][O:31][C:27]=4[CH:26]=3)[CH:18]=2)[C:5]([CH3:16])=[CH:6][C:7]=1[O:8][CH2:9][CH2:10][CH2:11][S:12]([CH3:15])(=[O:14])=[O:13].CO.[OH-].[Na+].Cl. The catalyst is O.O1CCCC1. The product is [Cl:1][C:2]1[C:3]([CH3:39])=[C:4]([C:17]2[CH:22]=[CH:21][CH:20]=[C:19]([CH2:23][O:24][C:25]3[CH:38]=[CH:37][C:28]4[C@H:29]([CH2:32][C:33]([OH:35])=[O:34])[CH2:30][O:31][C:27]=4[CH:26]=3)[CH:18]=2)[C:5]([CH3:16])=[CH:6][C:7]=1[O:8][CH2:9][CH2:10][CH2:11][S:12]([CH3:15])(=[O:13])=[O:14]. The yield is 0.630. (6) The yield is 0.280. The product is [NH:1]1[C:9]2[CH:8]([NH2:10])[CH2:7][CH2:6][CH2:5][C:4]=2[CH:3]=[N:2]1. The reactants are [NH:1]1[C:9]2[C:4](=[CH:5][CH:6]=[CH:7][C:8]=2[NH2:10])[CH:3]=[N:2]1. The catalyst is C(O)C.[Rh].